Dataset: Catalyst prediction with 721,799 reactions and 888 catalyst types from USPTO. Task: Predict which catalyst facilitates the given reaction. (1) Reactant: Cl.C(N=C=NCCCN(C)C)C.ClCCl.C(C1C=C(CC[N:26]2[CH2:31][CH2:30][C:29]([CH2:33][N:34]([CH3:45])[C:35]3[CH:44]=[CH:43][C:38]([C:39]([O:41][CH3:42])=[O:40])=[CH:37][CH:36]=3)([OH:32])[CH2:28][CH2:27]2)C=CC=1)#N.[CH3:46][S:47]([C:50]1[CH:55]=[CH:54][C:53]([CH2:56][C:57]([OH:59])=O)=[CH:52][CH:51]=1)(=[O:49])=[O:48]. Product: [OH:32][C:29]1([CH2:33][N:34]([CH3:45])[C:35]2[CH:44]=[CH:43][C:38]([C:39]([O:41][CH3:42])=[O:40])=[CH:37][CH:36]=2)[CH2:30][CH2:31][N:26]([C:57](=[O:59])[CH2:56][C:53]2[CH:52]=[CH:51][C:50]([S:47]([CH3:46])(=[O:48])=[O:49])=[CH:55][CH:54]=2)[CH2:27][CH2:28]1. The catalyst class is: 6. (2) Reactant: C[O:2][C:3]([C:5]1([NH:11][C:12](=[O:24])[C:13]2[CH:18]=[CH:17][CH:16]=[C:15]([CH3:19])[C:14]=2[O:20][CH:21]([CH3:23])[CH3:22])[CH2:10][CH2:9][S:8][CH2:7][CH2:6]1)=[O:4].[OH-].[K+].O. Product: [CH:21]([O:20][C:14]1[C:15]([CH3:19])=[CH:16][CH:17]=[CH:18][C:13]=1[C:12]([NH:11][C:5]1([C:3]([OH:4])=[O:2])[CH2:6][CH2:7][S:8][CH2:9][CH2:10]1)=[O:24])([CH3:23])[CH3:22]. The catalyst class is: 14. (3) The catalyst class is: 110. Reactant: Br[C:2]1[CH:18]=[CH:17][C:5]2[S:6][C:7]([C:10]3[CH:15]=[CH:14][N:13]=[C:12]([NH2:16])[N:11]=3)=[C:8]([CH3:9])[C:4]=2[CH:3]=1.[CH3:19][O:20][C:21]1[CH:22]=[C:23]([CH:26]=[CH:27][CH:28]=1)[NH:24][CH3:25].[Cl-].C(C1C=CC=C(C(C)C)C=1[N+]1C=CN(C2C(C(C)C)=CC=CC=2C(C)C)C=1)(C)C.CC(C)([O-])C.[Na+]. Product: [CH3:19][O:20][C:21]1[CH:22]=[C:23]([N:24]([CH3:25])[C:2]2[CH:18]=[CH:17][C:5]3[S:6][C:7]([C:10]4[CH:15]=[CH:14][N:13]=[C:12]([NH2:16])[N:11]=4)=[C:8]([CH3:9])[C:4]=3[CH:3]=2)[CH:26]=[CH:27][CH:28]=1. (4) Reactant: [F:1]C(F)(N(CC)CC)C(F)C(F)(F)F.[N:15]1([C:19]([C@@H:21]2[CH2:25][C@H:24](O)[CH2:23][N:22]2[C:27]([O:29][C:30]([CH3:33])([CH3:32])[CH3:31])=[O:28])=[O:20])[CH2:18][CH2:17][CH2:16]1.[F-].[Na+].C(=O)([O-])[O-].[K+].[K+]. Product: [N:15]1([C:19]([C@@H:21]2[CH2:25][CH:24]([F:1])[CH2:23][N:22]2[C:27]([O:29][C:30]([CH3:33])([CH3:32])[CH3:31])=[O:28])=[O:20])[CH2:18][CH2:17][CH2:16]1. The catalyst class is: 96. (5) The catalyst class is: 2. Reactant: [CH3:1][O:2][C:3]1[CH:4]=[C:5]([C:9]2[CH:10]=[C:11]([NH2:14])[NH:12][N:13]=2)[CH:6]=[N:7][CH:8]=1.[OH-].[K+].[C:17](O[C:17]([O:19][C:20]([CH3:23])([CH3:22])[CH3:21])=[O:18])([O:19][C:20]([CH3:23])([CH3:22])[CH3:21])=[O:18]. Product: [C:20]([O:19][C:17]([N:12]1[C:11]([NH2:14])=[CH:10][C:9]([C:5]2[CH:6]=[N:7][CH:8]=[C:3]([O:2][CH3:1])[CH:4]=2)=[N:13]1)=[O:18])([CH3:23])([CH3:22])[CH3:21]. (6) Reactant: [N:1]1[C:2]([CH2:10][NH:11][CH:12]2[C:21]3[N:20]=[CH:19][CH:18]=[CH:17][C:16]=3[CH2:15][CH2:14][CH2:13]2)=[CH:3][N:4]2[CH:9]=[CH:8][CH:7]=[CH:6][C:5]=12.O=[C:23]1[CH2:28][CH2:27][CH:26]([NH:29]C(=O)OC(C)(C)C)[CH2:25][CH2:24]1.C(O)(=O)C.C(O[BH-](OC(=O)C)OC(=O)C)(=O)C.[Na+].FC(F)(F)C(O)=O. Product: [N:1]1[C:2]([CH2:10][N:11]([CH:12]2[C:21]3[N:20]=[CH:19][CH:18]=[CH:17][C:16]=3[CH2:15][CH2:14][CH2:13]2)[CH:23]2[CH2:28][CH2:27][CH:26]([NH2:29])[CH2:25][CH2:24]2)=[CH:3][N:4]2[CH:9]=[CH:8][CH:7]=[CH:6][C:5]=12. The catalyst class is: 26. (7) Reactant: [Cl:1][C:2]1[CH:7]=[CH:6][C:5]([N:8]([CH2:22][C:23]#[N:24])[S:9]([C:12]2[CH:17]=[CH:16][C:15]([O:18][CH3:19])=[C:14]([O:20][CH3:21])[CH:13]=2)(=[O:11])=[O:10])=[C:4]([C:25](=[O:33])[C:26]2[CH:31]=[CH:30][CH:29]=[CH:28][C:27]=2[Cl:32])[CH:3]=1.C([Sn](=O)CCCC)CCC.[N:44]([Si](C)(C)C)=[N+:45]=[N-:46]. Product: [Cl:1][C:2]1[CH:7]=[CH:6][C:5]([N:8]([CH2:22][C:23]2[NH:46][N:45]=[N:44][N:24]=2)[S:9]([C:12]2[CH:17]=[CH:16][C:15]([O:18][CH3:19])=[C:14]([O:20][CH3:21])[CH:13]=2)(=[O:11])=[O:10])=[C:4]([C:25](=[O:33])[C:26]2[CH:31]=[CH:30][CH:29]=[CH:28][C:27]=2[Cl:32])[CH:3]=1. The catalyst class is: 56.